Dataset: Reaction yield outcomes from USPTO patents with 853,638 reactions. Task: Predict the reaction yield, written as a fraction of the theoretical maximum amount of product (1.0 means a 100% yield; for example, 0.34 means a 34% yield). (1) The reactants are [CH3:1][C:2]([CH3:9])=[CH:3][CH2:4][CH2:5][C@@H:6]([OH:8])[CH3:7].CCN(C(C)C)C(C)C.[S:19](Cl)([CH3:22])(=[O:21])=[O:20]. The catalyst is C(Cl)Cl. The product is [CH3:7][C@H:6]([O:8][S:19]([CH3:22])(=[O:21])=[O:20])[CH2:5][CH2:4][CH:3]=[C:2]([CH3:9])[CH3:1]. The yield is 0.760. (2) The reactants are Cl[C:2]1[CH:7]=[C:6]([C:8]2[CH:13]=[CH:12][C:11]([S:14]([CH2:17][CH3:18])(=[O:16])=[O:15])=[CH:10][C:9]=2[O:19][CH3:20])[C:5]([C:21]#[N:22])=[CH:4][CH:3]=1.C([O-])(=O)C.[K+].[B:28]1(B2OC(C)(C)C(C)(C)O2)[O:32]C(C)(C)C(C)(C)[O:29]1. The catalyst is O1CCOCC1.C1(P([C-]2C=CC=C2)C2C=CC=CC=2)C=CC=CC=1.[C-]1(P(C2C=CC=CC=2)C2C=CC=CC=2)C=CC=C1.[Fe+2].[Pd](Cl)Cl. The product is [C:21]([C:5]1[C:6]([C:8]2[CH:13]=[CH:12][C:11]([S:14]([CH2:17][CH3:18])(=[O:16])=[O:15])=[CH:10][C:9]=2[O:19][CH3:20])=[CH:7][C:2]([B:28]([OH:32])[OH:29])=[CH:3][CH:4]=1)#[N:22]. The yield is 0.250. (3) The reactants are C[O:2][CH:3](OC)[C:4]1[CH:5]=[CH:6][C:7]2[C:8]3[N:9]([N:24]=[CH:25][N:26]=3)[C:10](=[O:23])[N:11]([CH2:14][C:15]3[CH:20]=[CH:19][C:18]([O:21][CH3:22])=[CH:17][CH:16]=3)[C:12]=2[N:13]=1.C1COCC1.Cl.C(=O)(O)[O-].[Na+]. The product is [CH3:22][O:21][C:18]1[CH:17]=[CH:16][C:15]([CH2:14][N:11]2[C:12]3[N:13]=[C:4]([CH:3]=[O:2])[CH:5]=[CH:6][C:7]=3[C:8]3=[N:26][CH:25]=[N:24][N:9]3[C:10]2=[O:23])=[CH:20][CH:19]=1. The yield is 0.770. The catalyst is O. (4) The reactants are [C:1]([CH2:3][NH:4][C:5]([NH:7][CH2:8][CH3:9])=[O:6])#[N:2].[F:10][C:11]([F:34])([F:33])[C:12]1[CH:28]=[C:27]([C:29]([F:32])([F:31])[F:30])[CH:26]=[CH:25][C:13]=1[O:14][C:15]1[CH:22]=[CH:21][C:18]([CH:19]=O)=[CH:17][C:16]=1[O:23][CH3:24].[Cl-].[NH4+]. The catalyst is C(O)C.CC(C)([O-])C.[K+]. The product is [F:10][C:11]([F:33])([F:34])[C:12]1[CH:28]=[C:27]([C:29]([F:32])([F:31])[F:30])[CH:26]=[CH:25][C:13]=1[O:14][C:15]1[CH:22]=[CH:21][C:18](/[CH:19]=[C:3]2\[NH:4][C:5](=[O:6])[N:7]([CH2:8][CH3:9])[C:1]\2=[NH:2])=[CH:17][C:16]=1[O:23][CH3:24]. The yield is 0.450. (5) The reactants are [CH3:1][O:2][C:3]1[CH:4]=[C:5]2[C:10](=[CH:11][C:12]=1[O:13][CH3:14])[N:9]=[CH:8][CH:7]=[C:6]2[O:15][C:16]1[CH:22]=[CH:21][C:19]([NH2:20])=[C:18]([F:23])[CH:17]=1.ClC(Cl)(O[C:28](=[O:34])OC(Cl)(Cl)Cl)Cl.Cl.[CH2:37]([NH2:39])[CH3:38].C(=O)([O-])O.[Na+]. The catalyst is C1(C)C=CC=CC=1.C(N(CC)CC)C. The product is [CH3:1][O:2][C:3]1[CH:4]=[C:5]2[C:10](=[CH:11][C:12]=1[O:13][CH3:14])[N:9]=[CH:8][CH:7]=[C:6]2[O:15][C:16]1[CH:22]=[CH:21][C:19]([NH:20][C:28]([NH:39][CH2:37][CH3:38])=[O:34])=[C:18]([F:23])[CH:17]=1. The yield is 0.530. (6) The reactants are Br[C:2]1[CH:7]=[CH:6][N:5]2[N:8]=[C:9]([C:11]3[CH:16]=[CH:15][CH:14]=[C:13]([F:17])[N:12]=3)[N:10]=[C:4]2[CH:3]=1.[C:18](=[O:25])([O:20][C:21]([CH3:24])([CH3:23])[CH3:22])[NH2:19]. No catalyst specified. The product is [C:21]([O:20][C:18](=[O:25])[NH:19][C:2]1[CH:7]=[CH:6][N:5]2[N:8]=[C:9]([C:11]3[CH:16]=[CH:15][CH:14]=[C:13]([F:17])[N:12]=3)[N:10]=[C:4]2[CH:3]=1)([CH3:24])([CH3:23])[CH3:22]. The yield is 0.325. (7) The reactants are [Cl:1][C:2]1[N:7]=[CH:6][C:5]([S:8]([NH:11][CH:12]2[CH2:16][CH2:15][CH2:14][CH2:13]2)(=[O:10])=[O:9])=[CH:4][CH:3]=1.Br[CH2:18][C:19]([O:21][CH3:22])=[O:20].C([O-])([O-])=O.[K+].[K+]. The catalyst is CC#N. The product is [Cl:1][C:2]1[N:7]=[CH:6][C:5]([S:8]([N:11]([CH:12]2[CH2:16][CH2:15][CH2:14][CH2:13]2)[CH2:18][C:19]([O:21][CH3:22])=[O:20])(=[O:10])=[O:9])=[CH:4][CH:3]=1. The yield is 0.930. (8) The reactants are [CH3:1][C:2]([S@@:5]([NH2:7])=[O:6])([CH3:4])[CH3:3].[C:8]([C:11]1[C:12](=O)[NH:13][C:14]2[C:19]([CH:20]=1)=[CH:18][C:17]([Cl:21])=[CH:16][CH:15]=2)(=O)[CH3:9].[BH4-].[Na+].CO.CO.C(Cl)[Cl:30]. The catalyst is C1COCC1.C(O[Ti](OCC)(OCC)OCC)C. The product is [Cl:30][C:12]1[C:11]([C@@H:8]([NH:7][S@:5]([C:2]([CH3:4])([CH3:3])[CH3:1])=[O:6])[CH3:9])=[CH:20][C:19]2[C:14](=[CH:15][CH:16]=[C:17]([Cl:21])[CH:18]=2)[N:13]=1. The yield is 0.380.